From a dataset of Full USPTO retrosynthesis dataset with 1.9M reactions from patents (1976-2016). Predict the reactants needed to synthesize the given product. (1) Given the product [F:22][C:23]1[CH:24]=[C:25]([CH2:33][CH2:34][C@H:35]2[C:44]3[C:39](=[CH:40][C:41]([O:47][CH3:48])=[C:42]([O:45][CH3:46])[CH:43]=3)[CH2:38][CH2:37][N:36]2[C@H:4]([C:5]2[CH:6]=[CH:7][CH:8]=[CH:9][CH:10]=2)[C:1]([NH2:2])=[O:3])[CH:26]=[C:27]([C:29]([F:32])([F:30])[F:31])[CH:28]=1, predict the reactants needed to synthesize it. The reactants are: [C:1]([CH:4](OS(C1C=CC(C)=CC=1)(=O)=O)[C:5]1[CH:10]=[CH:9][CH:8]=[CH:7][CH:6]=1)(=[O:3])[NH2:2].[F:22][C:23]1[CH:24]=[C:25]([CH2:33][CH2:34][C@H:35]2[C:44]3[C:39](=[CH:40][C:41]([O:47][CH3:48])=[C:42]([O:45][CH3:46])[CH:43]=3)[CH2:38][CH2:37][NH:36]2)[CH:26]=[C:27]([C:29]([F:32])([F:31])[F:30])[CH:28]=1. (2) Given the product [CH3:1][O:2][C:3]([C:5]1[C:10]([OH:11])=[C:9]([OH:20])[N:8]=[C:7]([C@@H:21]2[CH2:25][C@H:24]([F:26])[CH2:23][N:22]2[C:27]([O:29][CH2:30][C:31]2[CH:36]=[CH:35][CH:34]=[CH:33][CH:32]=2)=[O:28])[N:6]=1)=[O:4], predict the reactants needed to synthesize it. The reactants are: [CH3:1][O:2][C:3]([C:5]1[C:10]([O:11]C(=O)C2C=CC=CC=2)=[C:9]([OH:20])[N:8]=[C:7]([C@@H:21]2[CH2:25][C@H:24]([F:26])[CH2:23][N:22]2[C:27]([O:29][CH2:30][C:31]2[CH:36]=[CH:35][CH:34]=[CH:33][CH:32]=2)=[O:28])[N:6]=1)=[O:4].[H-].[Li+].S(OC)(OC)(=O)=O.C(O)(=O)C.